Dataset: Forward reaction prediction with 1.9M reactions from USPTO patents (1976-2016). Task: Predict the product of the given reaction. (1) Given the reactants [C:1]1([CH3:15])[CH:6]=[CH:5][C:4]([S:7][C:8]2[CH:13]=[CH:12][CH:11]=[CH:10][C:9]=2Br)=[CH:3][CH:2]=1.[C:16]([N:21]1[CH2:26][CH2:25][CH2:24][CH2:23][C:22]1=O)([O:18][CH2:19][CH3:20])=[O:17].Cl.C1C[O:32]CC1, predict the reaction product. The product is: [C:16]([N:21]1[CH2:26][CH2:25][C:24]([OH:32])([C:9]2[CH:10]=[CH:11][CH:12]=[CH:13][C:8]=2[S:7][C:4]2[CH:5]=[CH:6][C:1]([CH3:15])=[CH:2][CH:3]=2)[CH2:23][CH2:22]1)([O:18][CH2:19][CH3:20])=[O:17]. (2) Given the reactants [Br:1]N1C(=O)CCC1=O.[F:9][C:10]([F:25])([F:24])[C:11]([NH:13][C:14]1[N:15]=[C:16]2[CH:21]=[CH:20][C:19]([F:22])=[CH:18][N:17]2[CH:23]=1)=[O:12], predict the reaction product. The product is: [Br:1][C:23]1[N:17]2[CH:18]=[C:19]([F:22])[CH:20]=[CH:21][C:16]2=[N:15][C:14]=1[NH:13][C:11](=[O:12])[C:10]([F:24])([F:9])[F:25]. (3) Given the reactants C(N(CC)CC)C.[CH3:8][O:9][C:10]1[C:26]([O:27][CH3:28])=[C:25]([O:29][CH3:30])[CH:24]=[C:23]([CH3:31])[C:11]=1[C:12]([C:14]1[C:19]([Cl:20])=[CH:18][N:17]=[C:16](Cl)[C:15]=1[Cl:22])=[O:13], predict the reaction product. The product is: [CH3:8][O:9][C:10]1[C:26]([O:27][CH3:28])=[C:25]([O:29][CH3:30])[CH:24]=[C:23]([CH3:31])[C:11]=1[C:12]([C:14]1[C:19]([Cl:20])=[CH:18][N:17]=[CH:16][C:15]=1[Cl:22])=[O:13].